From a dataset of Forward reaction prediction with 1.9M reactions from USPTO patents (1976-2016). Predict the product of the given reaction. (1) Given the reactants Cl.[CH2:2]([O:4][C:5](=[O:24])[CH2:6][O:7][C:8]1[CH:13]=[CH:12][C:11]([Cl:14])=[CH:10][C:9]=1[CH:15]1[C:20]2[S:21][CH:22]=[N:23][C:19]=2[CH2:18][CH2:17][NH:16]1)[CH3:3].[CH2:25]1COCC1, predict the reaction product. The product is: [CH:2]([O:4][C:5](=[O:24])[CH2:6][O:7][C:8]1[CH:13]=[CH:12][C:11]([Cl:14])=[CH:10][C:9]=1[CH:15]1[C:20]2[S:21][CH:22]=[N:23][C:19]=2[CH2:18][CH2:17][NH:16]1)([CH3:25])[CH3:3]. (2) Given the reactants [CH:1]([NH:4]C(C)C)([CH3:3])[CH3:2].[CH3:8][C:9]1[CH:17]=[CH:16][C:12]([C:13](O)=[O:14])=[CH:11][C:10]=1[B:18]1[O:22][C:21]([CH3:24])([CH3:23])[C:20]([CH3:26])([CH3:25])[O:19]1.C(N)(C)C.CN(C(ON1N=NC2C=CC=NC1=2)=[N+](C)C)C.F[P-](F)(F)(F)(F)F, predict the reaction product. The product is: [CH:1]([NH:4][C:13](=[O:14])[C:12]1[CH:16]=[CH:17][C:9]([CH3:8])=[C:10]([B:18]2[O:22][C:21]([CH3:24])([CH3:23])[C:20]([CH3:25])([CH3:26])[O:19]2)[CH:11]=1)([CH3:3])[CH3:2]. (3) Given the reactants [CH2:1]([CH:4]1[C:16](=[O:17])[C:15]([CH3:18])=[C:14]2[C:6]([CH2:23][CH2:24][CH2:25][CH3:26])([CH2:7][C:8]3[C:13]2=[CH:12][CH:11]=[C:10]([O:19][CH2:20][O:21][CH3:22])[CH:9]=3)[CH2:5]1)C=C.[O:27]1[CH2:32][CH2:31][O:30]CC1, predict the reaction product. The product is: [CH2:23]([C:6]12[CH2:5][CH:4]([CH2:1][C:31](=[O:30])[CH2:32][OH:27])[C:16](=[O:17])[C:15]([CH3:18])=[C:14]1[C:13]1[C:8](=[CH:9][C:10]([O:19][CH2:20][O:21][CH3:22])=[CH:11][CH:12]=1)[CH2:7]2)[CH2:24][CH2:25][CH3:26]. (4) Given the reactants [O:1]=[C:2]1[CH2:6][CH2:5][C@H:4]([CH2:7][C@H:8]([C:12]2[CH:17]=[CH:16][CH:15]=[C:14]([C:18]([F:21])([F:20])[F:19])[CH:13]=2)[C:9]([OH:11])=O)[CH2:3]1.C(Cl)(=O)C(Cl)=O.[C:28]([Si:32]([CH3:43])([CH3:42])[O:33][CH2:34][CH2:35][N:36]1[CH:40]=[CH:39][C:38]([NH2:41])=[N:37]1)([CH3:31])([CH3:30])[CH3:29].N1C(C)=CC=CC=1C, predict the reaction product. The product is: [C:28]([Si:32]([CH3:43])([CH3:42])[O:33][CH2:34][CH2:35][N:36]1[CH:40]=[CH:39][C:38]([NH:41][C:9](=[O:11])[C@@H:8]([C:12]2[CH:17]=[CH:16][CH:15]=[C:14]([C:18]([F:21])([F:20])[F:19])[CH:13]=2)[CH2:7][C@H:4]2[CH2:5][CH2:6][C:2](=[O:1])[CH2:3]2)=[N:37]1)([CH3:31])([CH3:30])[CH3:29]. (5) Given the reactants C([O:8][C:9]1[C:14]([CH:15]([CH:17]2[CH2:19][CH2:18]2)[CH3:16])=[CH:13][CH:12]=[CH:11][C:10]=1[C:20]([CH:23]1[CH2:25][CH2:24]1)([OH:22])[CH3:21])C1C=CC=CC=1, predict the reaction product. The product is: [CH:17]1([CH:15]([C:14]2[CH:13]=[CH:12][CH:11]=[C:10]([C:20]([CH:23]3[CH2:24][CH2:25]3)([OH:22])[CH3:21])[C:9]=2[OH:8])[CH3:16])[CH2:19][CH2:18]1. (6) Given the reactants Cl.[CH3:2][O:3][C:4]1[CH:5]=[C:6]([C:12]2[C:13]([CH3:25])([CH3:24])[C:14](=[O:23])[N:15]([CH:17]3[CH2:22][CH2:21][NH:20][CH2:19][CH2:18]3)[N:16]=2)[CH:7]=[CH:8][C:9]=1[O:10][CH3:11].[CH3:26][CH:27]([C:29]1[CH:34]=[CH:33][C:32]([S:35](Cl)(=[O:37])=[O:36])=[CH:31][CH:30]=1)[CH3:28], predict the reaction product. The product is: [CH3:2][O:3][C:4]1[CH:5]=[C:6]([C:12]2[C:13]([CH3:25])([CH3:24])[C:14](=[O:23])[N:15]([CH:17]3[CH2:22][CH2:21][N:20]([S:35]([C:32]4[CH:33]=[CH:34][C:29]([CH:27]([CH3:28])[CH3:26])=[CH:30][CH:31]=4)(=[O:37])=[O:36])[CH2:19][CH2:18]3)[N:16]=2)[CH:7]=[CH:8][C:9]=1[O:10][CH3:11]. (7) Given the reactants CS(O[CH2:6][C:7]1[O:11][CH:10]=[N:9][CH:8]=1)(=O)=O.[F:12][C:13]([F:29])([F:28])[CH2:14][NH:15][C:16]1[CH:23]=[CH:22][C:19]([C:20]#[N:21])=[C:18]([C:24]([F:27])([F:26])[F:25])[CH:17]=1, predict the reaction product. The product is: [O:11]1[C:7]([CH2:6][N:15]([CH2:14][C:13]([F:12])([F:28])[F:29])[C:16]2[CH:23]=[CH:22][C:19]([C:20]#[N:21])=[C:18]([C:24]([F:25])([F:26])[F:27])[CH:17]=2)=[CH:8][N:9]=[CH:10]1. (8) Given the reactants [H-].[Na+].[CH2:3]([OH:8])[C:4]([F:7])([F:6])[F:5].[Cl:9][C:10]1[CH:11]=[CH:12][CH:13]=[C:14]2[C:19]=1[N:18]=[C:17](S(CC)(=O)=O)[CH:16]=[C:15]2[O:25]CC1C=CC(OC)=CC=1.N1C2C(=CC=CC=2)C=CC=1, predict the reaction product. The product is: [Cl:9][C:10]1[CH:11]=[CH:12][CH:13]=[C:14]2[C:19]=1[N:18]=[C:17]([O:8][CH2:3][C:4]([F:7])([F:6])[F:5])[CH:16]=[C:15]2[OH:25]. (9) Given the reactants [C@H:1]12[CH2:6][C@H:5]1[CH2:4][NH:3][C@@H:2]2[CH2:7][NH:8][C:9]([C:11]1[N:18]2[C:14]([S:15][CH:16]=[CH:17]2)=[N:13][C:12]=1[CH3:19])=[O:10].[CH3:20][C:21]1[CH:22]=[C:23]([C:28]2[C:29]([C:34](O)=[O:35])=[CH:30][CH:31]=[CH:32][CH:33]=2)[CH:24]=[CH:25][C:26]=1[CH3:27], predict the reaction product. The product is: [CH3:20][C:21]1[CH:22]=[C:23]([C:28]2[C:29]([C:34]([N:3]3[CH2:4][C@H:5]4[C@H:1]([CH2:6]4)[C@H:2]3[CH2:7][NH:8][C:9]([C:11]3[N:18]4[C:14]([S:15][CH:16]=[CH:17]4)=[N:13][C:12]=3[CH3:19])=[O:10])=[O:35])=[CH:30][CH:31]=[CH:32][CH:33]=2)[CH:24]=[CH:25][C:26]=1[CH3:27].